Dataset: Catalyst prediction with 721,799 reactions and 888 catalyst types from USPTO. Task: Predict which catalyst facilitates the given reaction. (1) Reactant: C(OCCCCC[CH2:12][N:13]=[N+]=[N-])(=O)C(C)=C.C(S)(=S)C1C=CC=CC=1.[C:25]([CH:27]([CH3:33])[CH2:28][CH2:29][C:30]([OH:32])=[O:31])#N. Product: [CH2:33]=[C:27]1[CH2:25][C@H:12]([NH2:13])[C@H:29]([C:30]([OH:32])=[O:31])[CH2:28]1. The catalyst class is: 7. (2) Product: [OH:24][CH2:23][CH2:22][CH2:21][N:3]1[C:2]([CH3:30])([CH3:1])[C:6](=[O:7])[N:5]([C:8]2[CH:15]=[CH:14][C:11]([C:12]#[N:13])=[C:10]([C:16]([F:19])([F:17])[F:18])[CH:9]=2)[C:4]1=[O:20]. The catalyst class is: 125. Reactant: [CH3:1][C:2]1([CH3:30])[C:6](=[O:7])[N:5]([C:8]2[CH:15]=[CH:14][C:11]([C:12]#[N:13])=[C:10]([C:16]([F:19])([F:18])[F:17])[CH:9]=2)[C:4](=[O:20])[N:3]1[CH2:21][CH2:22][CH2:23][O:24]C1CCCO1.CC1C=CC(S(O)(=O)=O)=CC=1. (3) Reactant: [CH3:1][O:2][C:3]1[CH:10]=[CH:9][C:6](C=O)=[C:5]([B:11]2[O:15][C:14](C)(C)C(C)(C)[O:12]2)[CH:4]=1.[BH4-].[Na+]. Product: [CH3:1][O:2][C:3]1[CH:10]=[CH:9][C:6]2[CH2:14][O:15][B:11]([OH:12])[C:5]=2[CH:4]=1. The catalyst class is: 5. (4) Reactant: [CH3:1][O:2][C:3]1[N:4]=[N:5][C:6]([CH2:11][O:12][CH:13]2[CH2:18][CH2:17][CH2:16][CH2:15][O:14]2)=[CH:7][C:8]=1[CH2:9]O.[Cl:19][C:20]1[CH:21]=[C:22]([CH:25]=[C:26]([O:28][C:29]2[C:34](=[O:35])[NH:33][CH:32]=[N:31][C:30]=2[C:36]([F:39])([F:38])[F:37])[CH:27]=1)[C:23]#[N:24].C1C=CC(P(C2C=CC=CC=2)C2C=CC=CC=2)=CC=1.CCOC(/N=N/C(OCC)=O)=O. Product: [Cl:19][C:20]1[CH:21]=[C:22]([CH:25]=[C:26]([O:28][C:29]2[C:34](=[O:35])[N:33]([CH2:9][C:8]3[CH:7]=[C:6]([CH2:11][O:12][CH:13]4[CH2:18][CH2:17][CH2:16][CH2:15][O:14]4)[N:5]=[N:4][C:3]=3[O:2][CH3:1])[CH:32]=[N:31][C:30]=2[C:36]([F:37])([F:38])[F:39])[CH:27]=1)[C:23]#[N:24]. The catalyst class is: 4. (5) Reactant: [I-].[CH3:2][S+](C)(C)=O.[H-].[Na+].[NH:9]1[C:17]2[C:12](=[CH:13][CH:14]=[C:15]([CH:18]=[C:19]3[C:27]4[C:22](=[N:23][CH:24]=[C:25]([Br:28])[CH:26]=4)[NH:21][C:20]3=[O:29])[CH:16]=2)[CH:11]=[N:10]1. Product: [Br:28][C:25]1[CH:26]=[C:27]2[C@:19]3([CH2:2][C@H:18]3[C:15]3[CH:16]=[C:17]4[C:12]([CH:11]=[N:10][NH:9]4)=[CH:13][CH:14]=3)[C:20](=[O:29])[NH:21][C:22]2=[N:23][CH:24]=1. The catalyst class is: 3. (6) Reactant: [NH2:1][C:2]1[CH:9]=[CH:8][C:5]([C:6]#[N:7])=[CH:4][C:3]=1[NH:10][CH2:11][C@@H:12]1[CH2:16][CH2:15][N:14]([C:17]([CH:19]2[CH2:21][CH2:20]2)=[O:18])[CH2:13]1.[Br:22][C:23]1[CH:30]=[CH:29][C:26]([CH:27]=O)=[CH:25][CH:24]=1.CO.C(Cl)Cl. Product: [Br:22][C:23]1[CH:30]=[CH:29][C:26]([C:27]2[N:10]([CH2:11][C@@H:12]3[CH2:16][CH2:15][N:14]([C:17]([CH:19]4[CH2:20][CH2:21]4)=[O:18])[CH2:13]3)[C:3]3[CH:4]=[C:5]([C:6]#[N:7])[CH:8]=[CH:9][C:2]=3[N:1]=2)=[CH:25][CH:24]=1. The catalyst class is: 51. (7) Reactant: [Br:1][C:2]1[CH:3]=[N:4][CH:5]=[C:6]([CH:10]=1)[C:7]([OH:9])=O.[CH3:11][O:12][C:13]1[CH:24]=[C:23]2[C:16]([NH:17][CH:18]=[C:19]2[CH2:20][CH2:21][NH2:22])=[CH:15][CH:14]=1.C(N(CC)CC)C.CN(C(ON1N=NC2C=CC=CC1=2)=[N+](C)C)C.[B-](F)(F)(F)F. Product: [Br:1][C:2]1[CH:3]=[N:4][CH:5]=[C:6]([CH:10]=1)[C:7]([NH:22][CH2:21][CH2:20][C:19]1[C:23]2[C:16](=[CH:15][CH:14]=[C:13]([O:12][CH3:11])[CH:24]=2)[NH:17][CH:18]=1)=[O:9]. The catalyst class is: 3.